Dataset: Forward reaction prediction with 1.9M reactions from USPTO patents (1976-2016). Task: Predict the product of the given reaction. (1) Given the reactants BrC1C=CC(S(OCC[CH:14]2[CH:21]3[CH2:22][CH:17]4[CH2:18][CH:19]([CH2:23][CH:15]2[CH2:16]4)[CH2:20]3)(=O)=O)=CC=1.[I-:24].[Na+].C[C:27]([CH3:29])=O, predict the reaction product. The product is: [C:19]12([CH2:29][CH2:27][I:24])[CH2:18][CH:17]3[CH2:22][CH:21]([CH2:14][CH:15]([CH2:16]3)[CH2:23]1)[CH2:20]2. (2) Given the reactants Cl.[Cl:2][C:3]1[CH:8]=[C:7]([NH:9][NH2:10])[CH:6]=[CH:5][C:4]=1[OH:11].[CH3:12][CH:13]([C:17](=O)[CH3:18])[C:14](=O)[CH3:15], predict the reaction product. The product is: [Cl:2][C:3]1[CH:8]=[C:7]([N:9]2[C:17]([CH3:18])=[C:13]([CH3:12])[C:14]([CH3:15])=[N:10]2)[CH:6]=[CH:5][C:4]=1[OH:11].